The task is: Predict the reactants needed to synthesize the given product.. This data is from Full USPTO retrosynthesis dataset with 1.9M reactions from patents (1976-2016). Given the product [NH2:1][C:2]1[N:10]=[CH:9][N:8]=[C:7]2[C:3]=1[N:4]=[C:5]([S:17][C:18]1[S:19][C:20]3[C:26]([Cl:27])=[CH:25][CH:24]=[CH:23][C:21]=3[N:22]=1)[N:6]2[CH2:11][CH2:12][OH:13], predict the reactants needed to synthesize it. The reactants are: [NH2:1][C:2]1[N:10]=[CH:9][N:8]=[C:7]2[C:3]=1[N:4]=[C:5]([S:17][C:18]1[S:19][C:20]3[C:26]([Cl:27])=[CH:25][CH:24]=[CH:23][C:21]=3[N:22]=1)[N:6]2[CH2:11][CH2:12][O:13]C(=O)C.